Predict the reactants needed to synthesize the given product. From a dataset of Full USPTO retrosynthesis dataset with 1.9M reactions from patents (1976-2016). Given the product [O:39]1[C:43]2[CH:44]=[CH:45][C:46]([C:48]3[S:56][C:55]4[C:54](=[O:57])[N:53]([CH:58]5[CH2:63][CH2:62][N:61]([C:28]([C:27]6[CH:31]=[CH:32][CH:33]=[C:25]([C:19]7[C:20]8[CH:21]=[C:22]([O:23][CH3:24])[C:13]([O:12][CH2:10][CH3:11])=[CH:14][C:15]=8[C@H:16]8[CH2:37][S:36][CH2:35][CH2:34][C@H:17]8[N:18]=7)[CH:26]=6)=[O:29])[CH2:60][CH2:59]5)[C:52](=[O:64])[N:51]([CH2:65][C:66]5[CH:71]=[CH:70][C:69]([O:72][CH3:73])=[C:68]([F:74])[CH:67]=5)[C:50]=4[CH:49]=3)=[CH:47][C:42]=2[O:41][CH2:40]1, predict the reactants needed to synthesize it. The reactants are: CCN(C(C)C)C(C)C.[CH2:10]([O:12][C:13]1[C:22]([O:23][CH3:24])=[CH:21][C:20]2[C:19]([C:25]3[CH:26]=[C:27]([CH:31]=[CH:32][CH:33]=3)[C:28](O)=[O:29])=[N:18][C@@H:17]3[CH2:34][CH2:35][S:36][CH2:37][C@@H:16]3[C:15]=2[CH:14]=1)[CH3:11].Cl.[O:39]1[C:43]2[CH:44]=[CH:45][C:46]([C:48]3[S:56][C:55]4[C:54](=[O:57])[N:53]([CH:58]5[CH2:63][CH2:62][NH:61][CH2:60][CH2:59]5)[C:52](=[O:64])[N:51]([CH2:65][C:66]5[CH:71]=[CH:70][C:69]([O:72][CH3:73])=[C:68]([F:74])[CH:67]=5)[C:50]=4[CH:49]=3)=[CH:47][C:42]=2[O:41][CH2:40]1.CN(C(ON1N=NC2C=CC=CC1=2)=[N+](C)C)C.F[P-](F)(F)(F)(F)F.